This data is from Forward reaction prediction with 1.9M reactions from USPTO patents (1976-2016). The task is: Predict the product of the given reaction. (1) Given the reactants C(OC([N:11]1[C:20]2[C:15](=[CH:16][C:17]([CH3:22])=[N:18][C:19]=2[CH3:21])[C:14](=[O:23])[CH2:13][CH:12]1[CH2:24][CH3:25])=O)C1C=CC=CC=1.C([O-])=O.[NH4+], predict the reaction product. The product is: [CH2:24]([CH:12]1[CH2:13][C:14](=[O:23])[C:15]2[C:20](=[C:19]([CH3:21])[N:18]=[C:17]([CH3:22])[CH:16]=2)[NH:11]1)[CH3:25]. (2) Given the reactants [C:1]([Si:5]([CH3:24])([CH3:23])[O:6][C@H:7]1[C@H:11]2[O:12][CH2:13][C@@H:14](OS(C(F)(F)F)(=O)=O)[C@H:10]2[O:9][CH2:8]1)([CH3:4])([CH3:3])[CH3:2].[CH3:25][Si:26]([C:29]#[CH:30])([CH3:28])[CH3:27], predict the reaction product. The product is: [C:1]([Si:5]([CH3:23])([CH3:24])[O:6][C@@H:7]1[CH2:8][O:9][C@@H:10]2[C@@H:14]([C:30]#[C:29][Si:26]([CH3:28])([CH3:27])[CH3:25])[CH2:13][O:12][C@H:11]12)([CH3:2])([CH3:3])[CH3:4]. (3) Given the reactants [CH2:1]([N:8]1[C@H:13]([C:14](OCC)=[O:15])[CH2:12][N:11]([S:19]([C:22]2[CH:27]=[CH:26][CH:25]=[CH:24][CH:23]=2)(=[O:21])=[O:20])[CH2:10][C@@H:9]1[C:28](OCC)=[O:29])[C:2]1[CH:7]=[CH:6][CH:5]=[CH:4][CH:3]=1.C([O-])([O-])=O.[Na+].[Na+], predict the reaction product. The product is: [CH2:1]([N:8]1[CH:13]([CH2:14][OH:15])[CH2:12][N:11]([S:19]([C:22]2[CH:23]=[CH:24][CH:25]=[CH:26][CH:27]=2)(=[O:21])=[O:20])[CH2:10][CH:9]1[CH2:28][OH:29])[C:2]1[CH:3]=[CH:4][CH:5]=[CH:6][CH:7]=1. (4) Given the reactants [CH3:1][O:2][C:3]([CH:5]=P(C1C=CC=CC=1)(C1C=CC=CC=1)C1C=CC=CC=1)=[O:4].[OH:25][C:26]([C:45]([O:47][CH3:48])=[O:46])([CH2:33][CH2:34][CH2:35][CH2:36][CH2:37][CH2:38][CH2:39][CH2:40][CH2:41][CH2:42][CH2:43][CH3:44])[C:27](=O)[C:28]([O:30][CH3:31])=[O:29], predict the reaction product. The product is: [OH:25][C:26]([C:45]([O:47][CH3:48])=[O:46])([CH2:33][CH2:34][CH2:35][CH2:36][CH2:37][CH2:38][CH2:39][CH2:40][CH2:41][CH2:42][CH2:43][CH3:44])/[C:27](/[C:28]([O:30][CH3:31])=[O:29])=[CH:5]/[C:3]([O:2][CH3:1])=[O:4]. (5) The product is: [C:34]([N:18]1[CH2:17][CH:16]2[CH2:20][C:13]([C:9]3[N:8]=[C:7]4[N:6]([CH3:21])[C:5](=[O:22])[N:4]([CH2:3][C:2]([CH3:24])([CH3:23])[CH3:1])[C:12]4=[CH:11][CH:10]=3)=[CH:14][CH:15]2[CH2:19]1)(=[O:36])[CH3:35]. Given the reactants [CH3:1][C:2]([CH3:24])([CH3:23])[CH2:3][N:4]1[C:12]2[C:7](=[N:8][C:9]([C:13]3[CH2:14][CH:15]4[CH2:19][NH:18][CH2:17][CH:16]4[CH:20]=3)=[CH:10][CH:11]=2)[N:6]([CH3:21])[C:5]1=[O:22].CCN(C(C)C)C(C)C.[C:34](Cl)(=[O:36])[CH3:35], predict the reaction product. (6) Given the reactants N#N.[CH3:3][C:4]1([C:9]2[N:10]=[C:11]([CH2:14][N:15]3[CH:19]=[C:18]([N+:20]([O-])=O)[CH:17]=[N:16]3)[S:12][CH:13]=2)[O:8][CH2:7][CH2:6][O:5]1.[NH4+].[Cl-], predict the reaction product. The product is: [CH3:3][C:4]1([C:9]2[N:10]=[C:11]([CH2:14][N:15]3[CH:19]=[C:18]([NH2:20])[CH:17]=[N:16]3)[S:12][CH:13]=2)[O:8][CH2:7][CH2:6][O:5]1.